From a dataset of Full USPTO retrosynthesis dataset with 1.9M reactions from patents (1976-2016). Predict the reactants needed to synthesize the given product. (1) Given the product [CH:2]1[CH:1]=[N:10][C:9]2[C:4]([N:3]=1)=[CH:5][C:6]1[CH:13]3[CH2:14][NH:15][CH2:16][CH:11]([C:7]=1[CH:8]=2)[CH2:12]3.[C:17]([O-:25])(=[O:24])[CH:18]([CH2:20][C:21]([O-:23])=[O:22])[OH:19], predict the reactants needed to synthesize it. The reactants are: [CH:1]1[CH:2]=[N:3][C:4]2[C:9]([N:10]=1)=[CH:8][C:7]1[CH:11]3[CH2:16][NH:15][CH2:14][CH:13]([C:6]=1[CH:5]=2)[CH2:12]3.[C:17]([OH:25])(=[O:24])[CH:18]([CH2:20][C:21]([OH:23])=[O:22])[OH:19]. (2) The reactants are: [O:1]1[CH2:3][C@@H:2]1[CH2:4][O:5][C:6]1[CH:11]=[CH:10][C:9]([S:12]([C:15]([F:18])([F:17])[F:16])(=[O:14])=[O:13])=[CH:8][C:7]=1C(=O)C.C1C=C(Cl)C=[C:24]([C:29]([O:31]O)=[O:30])C=1. Given the product [C:29]([O:31][C:7]1[CH:8]=[C:9]([S:12]([C:15]([F:16])([F:17])[F:18])(=[O:13])=[O:14])[CH:10]=[CH:11][C:6]=1[O:5][CH2:4][C@H:2]1[CH2:3][O:1]1)(=[O:30])[CH3:24], predict the reactants needed to synthesize it. (3) Given the product [CH3:1][N:2]1[CH:6]([C:7]([O:9][C:10]([CH3:11])([CH3:13])[CH3:12])=[O:8])[CH2:5][N:4]([C:16]2[N:17]([CH3:21])[CH:18]=[CH:19][N:20]=2)[C:3]1=[O:14], predict the reactants needed to synthesize it. The reactants are: [CH3:1][N:2]1[CH:6]([C:7]([O:9][C:10]([CH3:13])([CH3:12])[CH3:11])=[O:8])[CH2:5][NH:4][C:3]1=[O:14].Br[C:16]1[N:17]([CH3:21])[CH:18]=[CH:19][N:20]=1.P([O-])([O-])([O-])=O.[K+].[K+].[K+].CN(C)[C@@H]1CCCC[C@H]1N. (4) The reactants are: [OH:1][CH2:2][C@H:3]1[CH2:7][CH2:6][CH2:5][C@@H:4]1[NH:8][C:9](=[O:15])[O:10][C:11]([CH3:14])([CH3:13])[CH3:12].CCN(CC)CC.[CH3:23][S:24](Cl)(=[O:26])=[O:25].Cl. Given the product [CH3:23][S:24]([O:1][CH2:2][C@H:3]1[CH2:7][CH2:6][CH2:5][C@@H:4]1[NH:8][C:9]([O:10][C:11]([CH3:12])([CH3:14])[CH3:13])=[O:15])(=[O:26])=[O:25], predict the reactants needed to synthesize it. (5) Given the product [NH:1]1[CH2:6][CH2:5][O:4][C:3]2[N:7]=[CH:8][C:9]([C:11]3[N:12]=[C:13]([NH:20][C:21]4[CH:26]=[CH:25][C:24]([N:27]5[CH2:28][CH2:29][NH:30][CH2:31][CH2:32]5)=[C:23]([O:40][CH3:41])[CH:22]=4)[C:14]4[N:15]([CH:17]=[CH:18][N:19]=4)[CH:16]=3)=[CH:10][C:2]1=2, predict the reactants needed to synthesize it. The reactants are: [NH:1]1[CH2:6][CH2:5][O:4][C:3]2[N:7]=[CH:8][C:9]([C:11]3[N:12]=[C:13]([NH:20][C:21]4[CH:26]=[CH:25][C:24]([N:27]5[CH2:32][CH2:31][N:30](C(OC(C)(C)C)=O)[CH2:29][CH2:28]5)=[C:23]([O:40][CH3:41])[CH:22]=4)[C:14]4[N:15]([CH:17]=[CH:18][N:19]=4)[CH:16]=3)=[CH:10][C:2]1=2.FC(F)(F)C(O)=O.C(=O)(O)[O-].[Na+]. (6) The reactants are: Br[C:2]1[CH:3]=[CH:4][C:5]([C:8]([F:11])([F:10])[F:9])=[N:6][CH:7]=1.C1(P(C2CCCCC2)C2C=CC=CC=2C2C=CC=CC=2N(C)C)CCCCC1.P([O-])([O-])([O-])=O.[K+].[K+].[K+].[CH3:48][CH:49]([N:51]1[CH2:56][CH2:55][N:54]([C:57]([C@H:59]2[CH2:63][CH2:62][NH:61][CH2:60]2)=[O:58])[CH2:53][CH2:52]1)[CH3:50]. Given the product [CH3:50][CH:49]([N:51]1[CH2:56][CH2:55][N:54]([C:57]([C@H:59]2[CH2:63][CH2:62][N:61]([C:2]3[CH:7]=[N:6][C:5]([C:8]([F:11])([F:10])[F:9])=[CH:4][CH:3]=3)[CH2:60]2)=[O:58])[CH2:53][CH2:52]1)[CH3:48], predict the reactants needed to synthesize it. (7) Given the product [NH2:25][C:26]1[C:27]([C:34]([NH:1][C:2]2[CH:3]=[N:4][CH:5]=[CH:6][C:7]=2[C@@H:8]2[CH2:13][CH2:12][CH2:11][C@H:10]([N:14]3[C:15](=[O:24])[C:16]4[C:21](=[CH:20][CH:19]=[CH:18][CH:17]=4)[C:22]3=[O:23])[CH2:9]2)=[O:35])=[N:28][C:29]([Br:33])=[C:30]([F:32])[CH:31]=1, predict the reactants needed to synthesize it. The reactants are: [NH2:1][C:2]1[CH:3]=[N:4][CH:5]=[CH:6][C:7]=1[CH:8]1[CH2:13][CH2:12][CH2:11][CH:10]([N:14]2[C:22](=[O:23])[C:21]3[C:16](=[CH:17][CH:18]=[CH:19][CH:20]=3)[C:15]2=[O:24])[CH2:9]1.[NH2:25][C:26]1[C:27]([C:34](O)=[O:35])=[N:28][C:29]([Br:33])=[C:30]([F:32])[CH:31]=1. (8) Given the product [F:21][CH2:2][C:3](=[CH2:14])[C:4]([O:6][CH2:7][C:8]1[CH:13]=[CH:12][CH:11]=[CH:10][CH:9]=1)=[O:5], predict the reactants needed to synthesize it. The reactants are: O[CH2:2][C:3](=[CH2:14])[C:4]([O:6][CH2:7][C:8]1[CH:13]=[CH:12][CH:11]=[CH:10][CH:9]=1)=[O:5].C(N(S(F)(F)[F:21])CC)C.